Task: Regression. Given a peptide amino acid sequence and an MHC pseudo amino acid sequence, predict their binding affinity value. This is MHC class I binding data.. Dataset: Peptide-MHC class I binding affinity with 185,985 pairs from IEDB/IMGT (1) The binding affinity (normalized) is 0.315. The MHC is HLA-B07:02 with pseudo-sequence HLA-B07:02. The peptide sequence is SPTSYLDVDL. (2) The peptide sequence is WASVKKDLIS. The MHC is HLA-B58:01 with pseudo-sequence HLA-B58:01. The binding affinity (normalized) is 0.593.